This data is from Full USPTO retrosynthesis dataset with 1.9M reactions from patents (1976-2016). The task is: Predict the reactants needed to synthesize the given product. (1) The reactants are: [NH:1]1[CH2:6][CH2:5][O:4][CH2:3][CH2:2]1.[Cl:7][CH2:8][CH2:9][CH2:10]I.Cl. Given the product [ClH:7].[Cl:7][CH2:8][CH2:9][CH2:10][N:1]1[CH2:6][CH2:5][O:4][CH2:3][CH2:2]1, predict the reactants needed to synthesize it. (2) Given the product [C:1]([C:3]1[CH:4]=[CH:5][C:6]([CH2:9][CH2:10][N:11]2[CH2:15][CH2:14][C:13]([CH2:17][N:18]([CH3:32])[C:19]3[CH:20]=[CH:21][C:22]([C:23]([OH:25])=[O:24])=[CH:30][CH:31]=3)([OH:16])[CH2:12]2)=[CH:7][CH:8]=1)#[N:2], predict the reactants needed to synthesize it. The reactants are: [C:1]([C:3]1[CH:8]=[CH:7][C:6]([CH2:9][CH2:10][N:11]2[CH2:15][CH2:14][C:13]([CH2:17][N:18]([CH3:32])[C:19]3[CH:31]=[CH:30][C:22]([C:23]([O:25]C(C)(C)C)=[O:24])=[CH:21][CH:20]=3)([OH:16])[CH2:12]2)=[CH:5][CH:4]=1)#[N:2].C(=O)([O-])[O-].[Na+].[Na+]. (3) Given the product [Cl:1][C:2]1[CH:3]=[C:4]([NH:16][C:17]2[C:26]3[C:21](=[CH:22][CH:23]=[CH:24][C:25]=3[O:27][CH2:28][C:29]([N:32]([CH3:34])[CH3:33])([CH3:31])[CH3:30])[N:20]=[CH:19][N:18]=2)[CH:5]=[CH:6][C:7]=1[O:8][CH2:9][C:10]1[N:11]=[CH:12][S:41][CH:15]=1, predict the reactants needed to synthesize it. The reactants are: [Cl:1][C:2]1[CH:3]=[C:4]([NH:16][C:17]2[C:26]3[C:21](=[CH:22][CH:23]=[CH:24][C:25]=3[O:27][CH2:28][C:29]([N:32]([CH3:34])[CH3:33])([CH3:31])[CH3:30])[N:20]=[CH:19][N:18]=2)[CH:5]=[CH:6][C:7]=1[O:8][CH2:9][C:10]1[CH:15]=CC=[CH:12][N:11]=1.Cl.ClCC1N=C[S:41]C=1.